From a dataset of NCI-60 drug combinations with 297,098 pairs across 59 cell lines. Regression. Given two drug SMILES strings and cell line genomic features, predict the synergy score measuring deviation from expected non-interaction effect. Drug 1: CN(C)N=NC1=C(NC=N1)C(=O)N. Drug 2: CC1=C2C(C(=O)C3(C(CC4C(C3C(C(C2(C)C)(CC1OC(=O)C(C(C5=CC=CC=C5)NC(=O)OC(C)(C)C)O)O)OC(=O)C6=CC=CC=C6)(CO4)OC(=O)C)O)C)O. Cell line: HL-60(TB). Synergy scores: CSS=34.4, Synergy_ZIP=-3.49, Synergy_Bliss=-1.40, Synergy_Loewe=-26.9, Synergy_HSA=0.399.